Dataset: Full USPTO retrosynthesis dataset with 1.9M reactions from patents (1976-2016). Task: Predict the reactants needed to synthesize the given product. (1) Given the product [C:7]([C:4]1[C:3]([C:9]2[O:10][CH:11]=[CH:12][N:13]=2)=[C:2]([NH:1][C:30](=[O:31])[CH2:29][N:16]2[C:17]3[C:22](=[CH:21][C:20]([C:25]([F:26])([F:28])[F:27])=[CH:19][CH:18]=3)[CH:23]=[CH:24][C:15]2=[O:14])[S:6][CH:5]=1)#[N:8], predict the reactants needed to synthesize it. The reactants are: [NH2:1][C:2]1[S:6][CH:5]=[C:4]([C:7]#[N:8])[C:3]=1[C:9]1[O:10][CH:11]=[CH:12][N:13]=1.[O:14]=[C:15]1[CH:24]=[CH:23][C:22]2[C:17](=[CH:18][CH:19]=[C:20]([C:25]([F:28])([F:27])[F:26])[CH:21]=2)[N:16]1[CH2:29][C:30](O)=[O:31]. (2) Given the product [CH3:3][CH:2]([N:4]1[C:8]2[N:9]=[C:10]([C:18]3[CH:22]=[CH:21][S:20][CH:19]=3)[CH:11]=[C:12]([C:13]([OH:15])=[O:14])[C:7]=2[CH:6]=[N:5]1)[CH3:1], predict the reactants needed to synthesize it. The reactants are: [CH3:1][CH:2]([N:4]1[C:8]2[N:9]=[C:10]([C:18]3[CH:22]=[CH:21][S:20][CH:19]=3)[CH:11]=[C:12]([C:13]([O:15]CC)=[O:14])[C:7]=2[CH:6]=[N:5]1)[CH3:3].[OH-].[Na+]. (3) Given the product [NH2:1][C:2]1[CH:10]=[C:9]([F:11])[CH:8]=[CH:7][C:3]=1[C:4]([NH:47][C:43]([CH3:44])([C:45]#[CH:46])[CH3:42])=[O:6], predict the reactants needed to synthesize it. The reactants are: [NH2:1][C:2]1[CH:10]=[C:9]([F:11])[CH:8]=[CH:7][C:3]=1[C:4]([OH:6])=O.CCN=C=NCCCN(C)C.C1C=CC2N(O)N=NC=2C=1.CCN(C(C)C)C(C)C.[CH3:42][C:43]([NH2:47])([C:45]#[CH:46])[CH3:44]. (4) Given the product [F:10][C:11]1[CH:16]=[CH:15][CH:14]=[CH:13][C:12]=1[N:17]1[CH2:22][CH2:21][N:20]([CH2:23][C:3]2[C:4]3[C:5](=[N:6][CH:7]=[CH:8][CH:9]=3)[NH:1][CH:2]=2)[CH2:19][CH2:18]1, predict the reactants needed to synthesize it. The reactants are: [NH:1]1[C:5]2=[N:6][CH:7]=[CH:8][CH:9]=[C:4]2[CH:3]=[CH:2]1.[F:10][C:11]1[CH:16]=[CH:15][CH:14]=[CH:13][C:12]=1[N:17]1[CH2:22][CH2:21][NH:20][CH2:19][CH2:18]1.[C:23]([O-])(=O)C.[Na+].C=O. (5) Given the product [F:3][C:4]1[CH:5]=[C:6]([C:10]2[CH:15]=[CH:14][C:13]([C:16]([OH:18])=[O:17])=[C:12]([N+:20]([O-:22])=[O:21])[CH:11]=2)[CH:7]=[CH:8][CH:9]=1, predict the reactants needed to synthesize it. The reactants are: [OH-].[Li+].[F:3][C:4]1[CH:5]=[C:6]([C:10]2[CH:15]=[CH:14][C:13]([C:16]([O:18]C)=[O:17])=[C:12]([N+:20]([O-:22])=[O:21])[CH:11]=2)[CH:7]=[CH:8][CH:9]=1.CO.O.